Predict the product of the given reaction. From a dataset of Forward reaction prediction with 1.9M reactions from USPTO patents (1976-2016). (1) Given the reactants [Cl:1][C:2]1[CH:3]=[CH:4][C:5]([O:17][CH2:18][CH:19]([CH3:21])[CH3:20])=[C:6]([CH2:8][N:9]2[C:13]([CH3:14])=[CH:12][C:11]([CH:15]=O)=[N:10]2)[CH:7]=1.[C:22]1([NH2:29])[CH:27]=[CH:26][CH:25]=[CH:24][C:23]=1[NH2:28].OS([O-])=O.[Na+], predict the reaction product. The product is: [Cl:1][C:2]1[CH:3]=[CH:4][C:5]([O:17][CH2:18][CH:19]([CH3:21])[CH3:20])=[C:6]([CH2:8][N:9]2[C:13]([CH3:14])=[CH:12][C:11]([C:15]3[NH:29][C:22]4[CH:27]=[CH:26][CH:25]=[CH:24][C:23]=4[N:28]=3)=[N:10]2)[CH:7]=1. (2) Given the reactants [Cl:1][C:2]1[CH:7]=[CH:6][C:5]([C:8]2[N:12]([CH:13]([CH:23]3[CH2:28]C[CH2:26][CH2:25][CH2:24]3)[CH2:14]OCC3CCCCC3)[C:11]3[CH:29]=[C:30]([F:34])[C:31]([F:33])=[CH:32][C:10]=3[N:9]=2)=[CH:4][CH:3]=1.[CH3:35][O:36][C:37](=[O:47])[C:38]1[CH:43]=[C:42]([F:44])[C:41]([OH:45])=[C:40]([F:46])[CH:39]=1.[C:48]1(P(C2C=CC=CC=2)C2C=CC=CC=2)C=CC=C[CH:49]=1.N(C(OC(C)(C)C)=O)=NC(OC(C)(C)C)=O, predict the reaction product. The product is: [CH3:35][O:36][C:37](=[O:47])[C:38]1[CH:39]=[C:40]([F:46])[C:41]([O:45][CH2:14][CH:13]([N:12]2[C:11]3[CH:29]=[C:30]([F:34])[C:31]([F:33])=[CH:32][C:10]=3[N:9]=[C:8]2[C:5]2[CH:4]=[CH:3][C:2]([Cl:1])=[CH:7][CH:6]=2)[CH:23]2[CH2:24][CH2:25][CH2:26][CH2:49][CH2:48][CH2:28]2)=[C:42]([F:44])[CH:43]=1. (3) The product is: [F:21][C:9]1[C:10]2[O:16][CH:15]([CH3:14])[N:13]([CH3:17])[C:12](=[O:18])[C:11]=2[CH:19]=[CH:20][C:8]=1[O:48][C:46]1[CH:45]=[C:35]([CH:34]=[C:33]([O:32][C@@H:31]([CH3:49])[CH2:30][OH:29])[CH:47]=1)[C:36]([NH:38][C:39]1[CH:43]=[CH:42][N:41]([CH3:44])[N:40]=1)=[O:37]. Given the reactants C(=O)([O-])[O-].[K+].[K+].F[C:8]1[CH:20]=[CH:19][C:11]2[C:12](=[O:18])[N:13]([CH3:17])[CH2:14][CH2:15][O:16][C:10]=2[C:9]=1[F:21].[Si]([O:29][CH2:30][C@H:31]([CH3:49])[O:32][C:33]1[CH:34]=[C:35]([CH:45]=[C:46]([OH:48])[CH:47]=1)[C:36]([NH:38][C:39]1[CH:43]=[CH:42][N:41]([CH3:44])[N:40]=1)=[O:37])(C(C)(C)C)(C)C, predict the reaction product. (4) The product is: [C:1]([NH:11][C@H:12]([C:16]([O:18][C@@H:19]([CH3:32])[C:20]([OH:22])=[O:21])=[O:17])[CH:13]([CH3:14])[CH3:15])([O:3][CH2:4][C:5]1[CH:10]=[CH:9][CH:8]=[CH:7][CH:6]=1)=[O:2]. Given the reactants [C:1]([NH:11][C@H:12]([C:16]([O:18][C@@H:19]([CH3:32])[C:20]([O:22]CC1C=CC(OC)=CC=1)=[O:21])=[O:17])[CH:13]([CH3:15])[CH3:14])([O:3][CH2:4][C:5]1[CH:10]=[CH:9][CH:8]=[CH:7][CH:6]=1)=[O:2].FC(F)(F)C(O)=O.C1CCC(N=C=NC2CCCCC2)CC1.CN(C1C=CN=CC=1)C, predict the reaction product. (5) Given the reactants [NH2:1][C:2]1[CH:3]=[C:4]([CH:8]=[CH:9][CH:10]=1)[C:5]([OH:7])=[O:6].[H][H], predict the reaction product. The product is: [NH2:1][CH:2]1[CH2:10][CH2:9][CH2:8][CH:4]([C:5]([OH:7])=[O:6])[CH2:3]1. (6) Given the reactants CN(C(ON1N=NC2C=CC=NC1=2)=[N+](C)C)C.F[P-](F)(F)(F)(F)F.[NH2:25][C:26]1[C:27]([C:36]([OH:38])=O)=[CH:28][C:29]2[C:34]([CH:35]=1)=[CH:33][CH:32]=[CH:31][CH:30]=2.Cl.[N:40]1[CH:45]=[CH:44][CH:43]=[CH:42][C:41]=1[CH2:46][NH:47][CH2:48][C:49]([O:51][CH2:52][CH3:53])=[O:50].C(N(C(C)C)CC)(C)C, predict the reaction product. The product is: [NH2:25][C:26]1[C:27]([C:36]([N:47]([CH2:46][C:41]2[CH:42]=[CH:43][CH:44]=[CH:45][N:40]=2)[CH2:48][C:49]([O:51][CH2:52][CH3:53])=[O:50])=[O:38])=[CH:28][C:29]2[C:34]([CH:35]=1)=[CH:33][CH:32]=[CH:31][CH:30]=2. (7) The product is: [Cl:14][C:15]1[C:23]([C:24]([OH:26])=[O:25])=[CH:22][CH:21]=[C:20]2[C:16]=1[C:17]([CH:28]=[O:29])=[CH:18][NH:19]2. Given the reactants ClC1C(C(O)=O)=CC=C2C=1C=CN2.[Cl:14][C:15]1[C:23]([C:24]([O:26]C)=[O:25])=[CH:22][CH:21]=[C:20]2[C:16]=1[C:17]([CH:28]=[O:29])=[CH:18][NH:19]2, predict the reaction product.